Dataset: Peptide-MHC class II binding affinity with 134,281 pairs from IEDB. Task: Regression. Given a peptide amino acid sequence and an MHC pseudo amino acid sequence, predict their binding affinity value. This is MHC class II binding data. The peptide sequence is FWYVNHTGFNVHSLP. The MHC is DRB5_0101 with pseudo-sequence DRB5_0101. The binding affinity (normalized) is 0.244.